The task is: Predict the product of the given reaction.. This data is from Forward reaction prediction with 1.9M reactions from USPTO patents (1976-2016). Given the reactants F[C:2]1[C:3]([CH2:18][N:19]2[C:27](=[O:28])[C:26]3[C:21](=[CH:22][CH:23]=[CH:24][CH:25]=3)[C:20]2=[O:29])=[CH:4][C:5]([C:8]2[CH:9]=[N:10][C:11]([C:14]([F:17])([F:16])[F:15])=[N:12][CH:13]=2)=[N:6][CH:7]=1.[CH3:30][O:31][Na].C[OH:34], predict the reaction product. The product is: [CH3:30][O:31][C:2]1[C:3]([CH2:18][NH:19][C:20]([C:21]2[CH:22]=[CH:23][CH:24]=[CH:25][C:26]=2[C:27]([OH:34])=[O:28])=[O:29])=[CH:4][C:5]([C:8]2[CH:9]=[N:10][C:11]([C:14]([F:16])([F:15])[F:17])=[N:12][CH:13]=2)=[N:6][CH:7]=1.